From a dataset of Peptide-MHC class I binding affinity with 185,985 pairs from IEDB/IMGT. Regression. Given a peptide amino acid sequence and an MHC pseudo amino acid sequence, predict their binding affinity value. This is MHC class I binding data. (1) The peptide sequence is YRYTYRCHR. The MHC is HLA-B35:01 with pseudo-sequence HLA-B35:01. The binding affinity (normalized) is 0.0847. (2) The binding affinity (normalized) is 0.314. The peptide sequence is FLVGQLLTF. The MHC is HLA-A02:01 with pseudo-sequence HLA-A02:01. (3) The peptide sequence is TTDVKAAVI. The MHC is HLA-A26:01 with pseudo-sequence HLA-A26:01. The binding affinity (normalized) is 0.